From a dataset of Forward reaction prediction with 1.9M reactions from USPTO patents (1976-2016). Predict the product of the given reaction. (1) Given the reactants [NH2:1][C:2](=[O:8])[CH2:3][CH2:4][C:5](O)=[O:6].[NH2:9][CH2:10][CH2:11][O:12][CH2:13][CH2:14][O:15][CH2:16][CH2:17][O:18][CH2:19][CH2:20][NH:21][S:22]([C:25]1[CH:30]=[CH:29][CH:28]=[C:27]([CH:31]2[C:40]3[C:35](=[C:36]([Cl:42])[CH:37]=[C:38]([Cl:41])[CH:39]=3)[CH2:34][N:33]([CH3:43])[CH2:32]2)[CH:26]=1)(=[O:24])=[O:23], predict the reaction product. The product is: [Cl:41][C:38]1[CH:39]=[C:40]2[C:35](=[C:36]([Cl:42])[CH:37]=1)[CH2:34][N:33]([CH3:43])[CH2:32][CH:31]2[C:27]1[CH:26]=[C:25]([S:22]([NH:21][CH2:20][CH2:19][O:18][CH2:17][CH2:16][O:15][CH2:14][CH2:13][O:12][CH2:11][CH2:10][NH:9][C:5](=[O:6])[CH2:4][CH2:3][C:2]([NH2:1])=[O:8])(=[O:23])=[O:24])[CH:30]=[CH:29][CH:28]=1. (2) Given the reactants [CH3:1][Si:2]([C:5]#[CH:6])([CH3:4])[CH3:3].C([Mg]Cl)C.C(O[CH:15]1[NH:18][C:17](=[O:19])[CH2:16]1)(=O)C.[Cl-].[NH4+], predict the reaction product. The product is: [CH3:1][Si:2]([CH3:4])([CH3:3])[C:5]#[C:6][CH:15]1[NH:18][C:17](=[O:19])[CH2:16]1.